From a dataset of Forward reaction prediction with 1.9M reactions from USPTO patents (1976-2016). Predict the product of the given reaction. (1) Given the reactants [F:1][C:2]1[CH:7]=[CH:6][C:5]([N:8]2[C:13](=[O:14])[C:12]([C:15]([OH:17])=O)=[CH:11][CH:10]=[N:9]2)=[CH:4][CH:3]=1.CCN=C=NCCCN(C)C.C1C=CC2N(O)N=NC=2C=1.O.[NH2:40][C:41]1[CH:74]=[CH:73][C:44]([O:45][C:46]2[CH:51]=[CH:50][N:49]=[C:48]3[CH:52]=[C:53]([C:55]4[CH:56]=[N:57][N:58]([CH:60]5[CH2:65][CH2:64][N:63](C(OC(C)(C)C)=O)[CH2:62][CH2:61]5)[CH:59]=4)[S:54][C:47]=23)=[C:43]([F:75])[CH:42]=1.CCN(C(C)C)C(C)C.Cl, predict the reaction product. The product is: [F:75][C:43]1[CH:42]=[C:41]([NH:40][C:15]([C:12]2[C:13](=[O:14])[N:8]([C:5]3[CH:4]=[CH:3][C:2]([F:1])=[CH:7][CH:6]=3)[N:9]=[CH:10][CH:11]=2)=[O:17])[CH:74]=[CH:73][C:44]=1[O:45][C:46]1[CH:51]=[CH:50][N:49]=[C:48]2[CH:52]=[C:53]([C:55]3[CH:56]=[N:57][N:58]([CH:60]4[CH2:61][CH2:62][NH:63][CH2:64][CH2:65]4)[CH:59]=3)[S:54][C:47]=12. (2) Given the reactants C1(P(=[CH:20][C:21]([O:23][CH3:24])=[O:22])(C2C=CC=CC=2)C2C=CC=CC=2)C=CC=CC=1.[Br:25][C:26]1[CH:33]=[CH:32][C:29]([CH:30]=O)=[CH:28][C:27]=1[CH3:34], predict the reaction product. The product is: [Br:25][C:26]1[CH:33]=[CH:32][C:29](/[CH:30]=[CH:20]/[C:21]([O:23][CH3:24])=[O:22])=[CH:28][C:27]=1[CH3:34]. (3) Given the reactants [C:1]([O:5][C:6]([N:8]1[CH2:12][C@@H:11]([O:13][CH3:14])[CH2:10][C@H:9]1[C:15]([OH:17])=O)=[O:7])([CH3:4])([CH3:3])[CH3:2].Cl.C([N:21]=C=NCCCN(C)C)C.O.N1(O)C2C=CC=CC=2N=N1.[OH-].[NH4+], predict the reaction product. The product is: [C:15]([C@@H:9]1[CH2:10][C@H:11]([O:13][CH3:14])[CH2:12][N:8]1[C:6]([O:5][C:1]([CH3:4])([CH3:3])[CH3:2])=[O:7])(=[O:17])[NH2:21]. (4) The product is: [Br:1][C:2]1[CH:3]=[CH:4][C:5]([C:6]([C:2]2[CH:15]=[CH:14][CH:5]=[CH:4][CH:3]=2)([C:8]2[CH:13]=[CH:12][CH:11]=[CH:10][CH:9]=2)[OH:7])=[CH:14][CH:15]=1. Given the reactants [Br:1][C:2]1[CH:15]=[CH:14][C:5]([C:6]([C:8]2[CH:13]=[CH:12][CH:11]=[CH:10][CH:9]=2)=[O:7])=[CH:4][CH:3]=1, predict the reaction product. (5) Given the reactants [O:1]=[C:2]1[CH:7]=[CH:6][C:5]([C:8](=[O:31])[NH:9][C:10]2[CH:11]=[N:12][C:13]([N:16]3[C:20]([C:21]([F:24])([F:23])[F:22])=[CH:19][C:18]([C:25]4[CH:26]=[N:27][CH:28]=[CH:29][CH:30]=4)=[N:17]3)=[CH:14][CH:15]=2)=[CH:4][N:3]1[CH2:32][C:33](O)=[O:34].Cl.[CH3:37][N:38](C)[CH2:39]CCCCN=C=N.O.ON1C2C=CC=CC=2N=N1.CNC, predict the reaction product. The product is: [N:27]1[CH:28]=[CH:29][CH:30]=[C:25]([C:18]2[CH:19]=[C:20]([C:21]([F:23])([F:24])[F:22])[N:16]([C:13]3[N:12]=[CH:11][C:10]([NH:9][C:8]([C:5]4[CH:6]=[CH:7][C:2](=[O:1])[N:3]([CH2:32][C:33](=[O:34])[N:38]([CH3:39])[CH3:37])[CH:4]=4)=[O:31])=[CH:15][CH:14]=3)[N:17]=2)[CH:26]=1.